Task: Predict the reactants needed to synthesize the given product.. Dataset: Full USPTO retrosynthesis dataset with 1.9M reactions from patents (1976-2016) (1) Given the product [C:2]([C:4]1[C:16]([N+:17]([O-:19])=[O:18])=[CH:15][CH:14]=[CH:13][C:5]=1[O:6][CH2:7][C@H:8]1[CH2:12][CH2:11][CH2:10][N:9]1[C:24]([NH:23][CH:20]([CH3:22])[CH3:21])=[O:25])#[N:3], predict the reactants needed to synthesize it. The reactants are: [Cl-].[C:2]([C:4]1[C:16]([N+:17]([O-:19])=[O:18])=[CH:15][CH:14]=[CH:13][C:5]=1[O:6][CH2:7][C@H:8]1[CH2:12][CH2:11][CH2:10][NH2+:9]1)#[N:3].[CH:20]([N:23]=[C:24]=[O:25])([CH3:22])[CH3:21]. (2) Given the product [NH2:25][C:18]([C:35]1[CH:36]=[N:37][C:38]([Cl:41])=[CH:39][CH:40]=1)([C:19]1[N:20]([CH3:24])[CH:21]=[N:22][CH:23]=1)[C:15]1[CH:16]=[C:17]2[C:12](=[CH:13][CH:14]=1)[N:11]([CH2:42][CH:43]1[CH2:44][CH2:45]1)[C:10](=[O:46])[CH:9]=[C:8]2[C:4]1[CH:5]=[CH:6][CH:7]=[C:2]([Cl:1])[CH:3]=1, predict the reactants needed to synthesize it. The reactants are: [Cl:1][C:2]1[CH:3]=[C:4]([C:8]2[C:17]3[C:12](=[CH:13][CH:14]=[C:15]([C:18]([C:35]4[CH:36]=[N:37][C:38]([Cl:41])=[CH:39][CH:40]=4)([N:25]=CC4C=CC(OC)=CC=4)[C:19]4[N:20]([CH3:24])[CH:21]=[N:22][CH:23]=4)[CH:16]=3)[N:11]([CH2:42][CH:43]3[CH2:45][CH2:44]3)[C:10](=[O:46])[CH:9]=2)[CH:5]=[CH:6][CH:7]=1.Cl.C(=O)([O-])[O-].[K+].[K+].C(OCC)(=O)C. (3) Given the product [N:13]1([CH2:18][CH2:19][O:20][C:2]2[CH:7]=[CH:6][C:5]([N+:8]([O-:10])=[O:9])=[CH:4][N:3]=2)[CH:17]=[CH:16][N:15]=[N:14]1, predict the reactants needed to synthesize it. The reactants are: Cl[C:2]1[CH:7]=[CH:6][C:5]([N+:8]([O-:10])=[O:9])=[CH:4][N:3]=1.[H-].[Na+].[N:13]1([CH2:18][CH2:19][OH:20])[CH:17]=[CH:16][N:15]=[N:14]1.O. (4) Given the product [OH:2][CH2:1][CH2:4][C:5]1[CH:9]=[CH:8][O:7][C:6]=1[CH2:10][CH2:11][OH:12], predict the reactants needed to synthesize it. The reactants are: [C:1]([CH2:4][C:5]1[CH:9]=[CH:8][O:7][C:6]=1[CH2:10][C:11](O)=[O:12])(O)=[O:2]. (5) Given the product [NH:22]([C:19]([C:16]1[NH:17][C:18]2[C:14]([CH:15]=1)=[CH:13][CH:12]=[CH:11][C:10]=2[NH:9][S:6]([C:2]1[S:1][CH:5]=[CH:4][CH:3]=1)(=[O:7])=[O:8])=[O:21])[NH2:23], predict the reactants needed to synthesize it. The reactants are: [S:1]1[CH:5]=[CH:4][CH:3]=[C:2]1[S:6]([NH:9][C:10]1[CH:11]=[CH:12][CH:13]=[C:14]2[C:18]=1[NH:17][C:16]([C:19]([OH:21])=O)=[CH:15]2)(=[O:8])=[O:7].[N:22]1(O)C2C=CC=CC=2N=[N:23]1.Cl.CN(C)CCCN=C=NCC.O.NN. (6) The reactants are: CS(O[CH2:6][C:7]1([F:20])[CH2:12][CH2:11][N:10]([CH2:13][C:14]2[CH:19]=[CH:18][CH:17]=[CH:16][CH:15]=2)[CH2:9][CH2:8]1)(=O)=O.[C:21]1(=[O:31])[C:29]2[C:24](=[CH:25][CH:26]=[CH:27][CH:28]=2)[C:23](=[O:30])[NH:22]1.CC([O-])(C)C.[K+]. Given the product [CH2:13]([N:10]1[CH2:11][CH2:12][C:7]([CH2:6][N:22]2[C:23](=[O:30])[C:24]3[C:29](=[CH:28][CH:27]=[CH:26][CH:25]=3)[C:21]2=[O:31])([F:20])[CH2:8][CH2:9]1)[C:14]1[CH:19]=[CH:18][CH:17]=[CH:16][CH:15]=1, predict the reactants needed to synthesize it. (7) Given the product [OH:10][C:7]1[CH:8]=[CH:9][C:4]([CH2:3][CH2:2][NH:1][C:18](=[O:19])[O:20][C:21]([CH3:24])([CH3:23])[CH3:22])=[CH:5][CH:6]=1, predict the reactants needed to synthesize it. The reactants are: [NH2:1][CH2:2][CH2:3][C:4]1[CH:9]=[CH:8][C:7]([OH:10])=[CH:6][CH:5]=1.O.C(=O)([O-])[O-].[K+].[K+].[C:18](O[C:18]([O:20][C:21]([CH3:24])([CH3:23])[CH3:22])=[O:19])([O:20][C:21]([CH3:24])([CH3:23])[CH3:22])=[O:19].